Dataset: Forward reaction prediction with 1.9M reactions from USPTO patents (1976-2016). Task: Predict the product of the given reaction. (1) Given the reactants [OH-].[Li+].[OH:3][C:4]1[CH:5]=[C:6]2[C:11](=[CH:12][CH:13]=1)[N:10]=[C:9]([C:14]([O:16]C)=[O:15])[CH:8]=[CH:7]2.O1CCCC1, predict the reaction product. The product is: [OH:3][C:4]1[CH:5]=[C:6]2[C:11](=[CH:12][CH:13]=1)[N:10]=[C:9]([C:14]([OH:16])=[O:15])[CH:8]=[CH:7]2. (2) Given the reactants ClC1C=CC=CC=1N1C(C2C=CC(S(C)(=O)=O)=CN=2)=NN=C1C=CC1[O:29][C:28]([C:30]2[CH:37]=[CH:36][C:33]([C:34]#[N:35])=[CH:32][CH:31]=2)=[N:27][N:26]=1.NN.O, predict the reaction product. The product is: [C:34]([C:33]1[CH:32]=[CH:31][C:30]([C:28]([NH:27][NH2:26])=[O:29])=[CH:37][CH:36]=1)#[N:35].